The task is: Predict which catalyst facilitates the given reaction.. This data is from Catalyst prediction with 721,799 reactions and 888 catalyst types from USPTO. (1) Reactant: [Cl:1][C:2]1[CH:7]=[C:6]([OH:8])[CH:5]=[CH:4][C:3]=1[CH:9]([CH3:24])[C:10]([C:16]1[CH:17]=[CH:18][C:19](=[O:23])[N:20]([CH3:22])[CH:21]=1)([OH:15])[C:11]([F:14])([F:13])[F:12].[F:25][C:26]1[CH:27]=[C:28]([CH:31]=[CH:32][C:33]=1F)[C:29]#[N:30].C(=O)([O-])[O-].[Cs+].[Cs+].CCOC(C)=O. Product: [Cl:1][C:2]1[CH:7]=[C:6]([CH:5]=[CH:4][C:3]=1[CH:9]([CH3:24])[C:10]([OH:15])([C:16]1[CH:17]=[CH:18][C:19](=[O:23])[N:20]([CH3:22])[CH:21]=1)[C:11]([F:13])([F:14])[F:12])[O:8][C:33]1[CH:32]=[CH:31][C:28]([C:29]#[N:30])=[CH:27][C:26]=1[F:25]. The catalyst class is: 80. (2) Reactant: O.[OH-].[Li+:3].[Cl:4][C:5]1[CH:6]=[CH:7][C:8]([NH:11][C:12](=[O:17])[C:13]([O:15]C)=[O:14])=[N:9][CH:10]=1. Product: [Cl:4][C:5]1[CH:6]=[CH:7][C:8]([NH:11][C:12](=[O:17])[C:13]([O-:15])=[O:14])=[N:9][CH:10]=1.[Li+:3]. The catalyst class is: 7. (3) Reactant: [C:1](Cl)(=[O:6])[C:2]([CH3:5])([CH3:4])[CH3:3].[CH3:8][S:9]([O:12][CH2:13][CH2:14][C:15]1[CH:26]=[CH:25][C:18]2[O:19][CH2:20][C@@H:21]([CH2:23][OH:24])[O:22][C:17]=2[CH:16]=1)(=[O:11])=[O:10].Cl. Product: [C:1]([O:24][CH2:23][C@H:21]1[O:22][C:17]2[CH:16]=[C:15]([CH2:14][CH2:13][O:12][S:9]([CH3:8])(=[O:10])=[O:11])[CH:26]=[CH:25][C:18]=2[O:19][CH2:20]1)(=[O:6])[C:2]([CH3:5])([CH3:4])[CH3:3]. The catalyst class is: 17. (4) Reactant: [CH:1]1([N:4]2[CH2:9][CH2:8][CH:7]([OH:10])[CH2:6][CH2:5]2)[CH2:3][CH2:2]1.[N+:11]([C:14]1[CH:15]=[CH:16][C:17](Cl)=[N:18][CH:19]=1)([O-:13])=[O:12].[H-].[Na+]. Product: [CH:1]1([N:4]2[CH2:9][CH2:8][CH:7]([O:10][C:17]3[CH:16]=[CH:15][C:14]([N+:11]([O-:13])=[O:12])=[CH:19][N:18]=3)[CH2:6][CH2:5]2)[CH2:3][CH2:2]1. The catalyst class is: 3. (5) Reactant: Br[CH2:2][C:3]([C:5]1[CH:10]=[CH:9][CH:8]=[CH:7][CH:6]=1)=O.[Br:11][C:12]1[C:13]([C:24](=[S:26])[NH2:25])=[CH:14][C:15]([NH:18][C:19]([NH:21][CH2:22][CH3:23])=[O:20])=[N:16][CH:17]=1. Product: [Br:11][C:12]1[C:13]([C:24]2[S:26][CH:2]=[C:3]([C:5]3[CH:10]=[CH:9][CH:8]=[CH:7][CH:6]=3)[N:25]=2)=[CH:14][C:15]([NH:18][C:19]([NH:21][CH2:22][CH3:23])=[O:20])=[N:16][CH:17]=1. The catalyst class is: 10.